This data is from Forward reaction prediction with 1.9M reactions from USPTO patents (1976-2016). The task is: Predict the product of the given reaction. (1) Given the reactants [F:1][C:2]([F:18])([F:17])[C:3]1[CH:4]=[C:5]([C:9]2([CH:15]=O)[CH2:14][CH2:13][CH2:12][CH2:11][CH2:10]2)[CH:6]=[CH:7][CH:8]=1.[CH3:19][NH2:20], predict the reaction product. The product is: [CH3:19][NH:20][CH2:15][C:9]1([C:5]2[CH:6]=[CH:7][CH:8]=[C:3]([C:2]([F:18])([F:17])[F:1])[CH:4]=2)[CH2:14][CH2:13][CH2:12][CH2:11][CH2:10]1. (2) The product is: [CH3:13][C:14]([Si:17]([CH3:19])([CH3:18])[O:25][C@H:3]1[CH2:2][CH2:7][O:6][C:4]1=[O:5])([CH3:16])[CH3:15]. Given the reactants O[C@@H:2]1[CH2:7][O:6][C:4](=[O:5])[CH2:3]1.N1C=CN=C1.[CH3:13][C:14]([Si:17](Cl)([CH3:19])[CH3:18])([CH3:16])[CH3:15].CN(C=[O:25])C, predict the reaction product. (3) The product is: [C:1]([O:7][CH2:8][O:9][C:10](=[O:49])[CH2:11][CH2:12][C:13]1[CH:18]=[C:17]([C:19](=[O:33])[C:20]2[CH:25]=[CH:24][C:23]([O:26][CH:27]3[CH2:28][CH2:29][CH2:30][CH2:31]3)=[CH:22][C:21]=2[OH:32])[CH:16]=[CH:15][C:14]=1[O:34][CH2:35][C:36]1[CH:48]=[CH:47][C:39]2[C:40]([OH:43])=[N:41][O:42][C:38]=2[CH:37]=1)(=[O:6])[C:2]([CH3:4])([CH3:5])[CH3:3]. Given the reactants [C:1]([O:7][CH2:8][O:9][C:10](=[O:49])[CH2:11][CH2:12][C:13]1[CH:18]=[C:17]([C:19](=[O:33])[C:20]2[CH:25]=[CH:24][C:23]([O:26][CH:27]3[CH2:31][CH2:30][CH2:29][CH2:28]3)=[CH:22][C:21]=2[OH:32])[CH:16]=[CH:15][C:14]=1[O:34][CH2:35][C:36]1[CH:48]=[CH:47][C:39]2[C:40]([O:43]COC)=[N:41][O:42][C:38]=2[CH:37]=1)(=[O:6])[C:2]([CH3:5])([CH3:4])[CH3:3].Cl.O.[OH-].[Na+], predict the reaction product. (4) Given the reactants [C:1]([N:4]1[CH2:7][CH:6]([C:8]2[N:12]3[CH:13]4[CH2:23][CH:15]([C:16]5[CH:21]=[CH:20][C:19](Br)=[CH:18][C:17]=5[C:11]3=[N:10][C:9]=2[C:24]([NH2:26])=[O:25])[CH2:14]4)[CH2:5]1)(=[O:3])[CH3:2].[C:27]([C:29]1([OH:34])[CH2:33][CH2:32][CH2:31][CH2:30]1)#[CH:28], predict the reaction product. The product is: [C:1]([N:4]1[CH2:7][CH:6]([C:8]2[N:12]3[CH:13]4[CH2:23][CH:15]([C:16]5[CH:21]=[CH:20][C:19]([C:28]#[C:27][C:29]6([OH:34])[CH2:33][CH2:32][CH2:31][CH2:30]6)=[CH:18][C:17]=5[C:11]3=[N:10][C:9]=2[C:24]([NH2:26])=[O:25])[CH2:14]4)[CH2:5]1)(=[O:3])[CH3:2]. (5) Given the reactants [CH:1]([C:4]1[CH:9]=[CH:8][C:7]([CH2:10][CH2:11][NH2:12])=[C:6]([N+:13]([O-:15])=[O:14])[CH:5]=1)([CH3:3])[CH3:2].[C:16](O[C:16]([O:18][C:19]([CH3:22])([CH3:21])[CH3:20])=[O:17])([O:18][C:19]([CH3:22])([CH3:21])[CH3:20])=[O:17], predict the reaction product. The product is: [CH:1]([C:4]1[CH:9]=[CH:8][C:7]([CH2:10][CH2:11][NH:12][C:16](=[O:17])[O:18][C:19]([CH3:22])([CH3:21])[CH3:20])=[C:6]([N+:13]([O-:15])=[O:14])[CH:5]=1)([CH3:3])[CH3:2]. (6) The product is: [CH3:30][O:31][C:32]1[CH:37]=[CH:36][N:35]=[C:34]([CH2:38][CH2:39][C:40]2[NH:49][C:43]3=[N:44][CH:45]=[C:46]([C:2]4[CH:3]=[CH:4][C:5]([S:8]([N:11]5[CH2:16][CH2:15][N:14]([C:17]6[CH:22]=[CH:21][C:20]([C:23]#[N:24])=[CH:19][CH:18]=6)[CH2:13][CH2:12]5)(=[O:9])=[O:10])=[CH:6][CH:7]=4)[CH:47]=[C:42]3[N:41]=2)[CH:33]=1. Given the reactants Br[C:2]1[CH:7]=[CH:6][C:5]([S:8]([N:11]2[CH2:16][CH2:15][N:14]([C:17]3[CH:22]=[CH:21][C:20]([C:23]#[N:24])=[CH:19][CH:18]=3)[CH2:13][CH2:12]2)(=[O:10])=[O:9])=[CH:4][CH:3]=1.C([O-])(=O)C.[K+].[CH3:30][O:31][C:32]1[CH:37]=[CH:36][N:35]=[C:34]([CH2:38][CH2:39][C:40]2[NH:49][C:43]3=[N:44][CH:45]=[C:46](I)[CH:47]=[C:42]3[N:41]=2)[CH:33]=1.C(=O)([O-])[O-].[K+].[K+].[Cl-].[Li+], predict the reaction product. (7) Given the reactants FC1C=C(C=[C:8]([N:10]2[CH2:15][CH2:14][C:13]3[N:16]=[C:17]([C:19]4[CH:24]=[CH:23][CH:22]=[CH:21][N:20]=4)[O:18][C:12]=3[CH2:11]2)C=1)C#N.BrC1[S:27][CH:28]=[CH:29][N:30]=1, predict the reaction product. The product is: [N:20]1[CH:21]=[CH:22][CH:23]=[CH:24][C:19]=1[C:17]1[O:18][C:12]2[CH2:11][N:10]([C:8]3[S:27][CH:28]=[CH:29][N:30]=3)[CH2:15][CH2:14][C:13]=2[N:16]=1.